From a dataset of Reaction yield outcomes from USPTO patents with 853,638 reactions. Predict the reaction yield, written as a fraction of the theoretical maximum amount of product (1.0 means a 100% yield; for example, 0.34 means a 34% yield). (1) The reactants are [CH3:1][O:2][CH2:3][C@@H:4]([NH:9][C:10]([C:12]1[C:20]2[C:15](=[N:16][CH:17]=[C:18]([C:21]3[C:29]4[C:24](=[CH:25][C:26]([F:30])=[CH:27][CH:28]=4)[N:23]([CH3:31])[N:22]=3)[N:19]=2)[N:14](COCC[Si](C)(C)C)[CH:13]=1)=[O:11])[CH2:5][CH:6]([CH3:8])[CH3:7].C(O)(C(F)(F)F)=O.C(N)CN. The catalyst is ClCCl. The product is [CH3:1][O:2][CH2:3][C@@H:4]([NH:9][C:10]([C:12]1[C:20]2[C:15](=[N:16][CH:17]=[C:18]([C:21]3[C:29]4[C:24](=[CH:25][C:26]([F:30])=[CH:27][CH:28]=4)[N:23]([CH3:31])[N:22]=3)[N:19]=2)[NH:14][CH:13]=1)=[O:11])[CH2:5][CH:6]([CH3:8])[CH3:7]. The yield is 0.600. (2) The reactants are [C:1]([C:3]1[CH:8]=[CH:7][C:6]([C:9]2[N:10]=[C:11]([CH:14]([CH2:19][C:20]3[CH:25]=[CH:24][CH:23]=[CH:22][CH:21]=3)[C:15]([O:17]C)=[O:16])[NH:12][CH:13]=2)=[CH:5][CH:4]=1)#[N:2].[OH-].[Na+].Cl. The catalyst is CCO. The product is [C:1]([C:3]1[CH:4]=[CH:5][C:6]([C:9]2[N:10]=[C:11]([CH:14]([CH2:19][C:20]3[CH:25]=[CH:24][CH:23]=[CH:22][CH:21]=3)[C:15]([OH:17])=[O:16])[NH:12][CH:13]=2)=[CH:7][CH:8]=1)#[N:2]. The yield is 0.630. (3) The reactants are Br[C:2]1[CH:3]=[C:4]2[C:8](=[CH:9][C:10]=1[NH:11][C:12]([C:14]1[C:23](=[O:24])[C:22]3[C:17](=[CH:18][CH:19]=[CH:20][CH:21]=3)[NH:16][CH:15]=1)=[O:13])[NH:7][CH:6]=[CH:5]2.[C:25]1(B(O)O)[CH:30]=[CH:29][CH:28]=[CH:27][CH:26]=1.C([O-])([O-])=O.[K+].[K+]. The catalyst is CN(C=O)C.C1C=CC(P(C2C=CC=CC=2)[C-]2C=CC=C2)=CC=1.C1C=CC(P(C2C=CC=CC=2)[C-]2C=CC=C2)=CC=1.Cl[Pd]Cl.[Fe+2]. The product is [O:24]=[C:23]1[C:22]2[C:17](=[CH:18][CH:19]=[CH:20][CH:21]=2)[NH:16][CH:15]=[C:14]1[C:12]([NH:11][C:10]1[CH:9]=[C:8]2[C:4]([CH:5]=[CH:6][NH:7]2)=[CH:3][C:2]=1[C:25]1[CH:30]=[CH:29][CH:28]=[CH:27][CH:26]=1)=[O:13]. The yield is 0.130. (4) The yield is 0.850. The catalyst is ClCCl. The reactants are [C:1]1(=O)[CH2:6][CH2:5][CH2:4][CH2:3][CH2:2]1.[NH:8]1[C:16]2[C:11](=[CH:12][CH:13]=[C:14]([C:17]([O:19][CH3:20])=[O:18])[CH:15]=2)[CH:10]=[CH:9]1.FC(F)(F)C(O)=O.C([SiH](CC)CC)C. The product is [CH:1]1([C:10]2[C:11]3[C:16](=[CH:15][C:14]([C:17]([O:19][CH3:20])=[O:18])=[CH:13][CH:12]=3)[NH:8][CH:9]=2)[CH2:6][CH2:5][CH2:4][CH2:3][CH2:2]1. (5) The reactants are CN(C1C=CC=CN=1)C.C(C1C=[CH:20][C:19]2[C:14](=[CH:15][CH:16]=[CH:17][CH:18]=2)[N:13]=1)=C.[C:22]1(=O)[O:27][C:25](=[O:26])[CH2:24][CH2:23]1.O. The product is [N:13]1[C:14]2[C:19](=[CH:18][CH:17]=[CH:16][CH:15]=2)[CH:20]=[CH:22][C:23]=1[CH2:24][C:25]([OH:27])=[O:26]. The catalyst is N1C=CC=CC=1.C(Cl)Cl. The yield is 0.760. (6) The yield is 0.230. The reactants are [C:1]([C:5]1[CH:6]=[CH:7][C:8]([O:33][CH3:34])=[C:9]([NH:11][C:12]([NH:14][C:15]2[C:24]3[C:19](=[CH:20][CH:21]=[CH:22][CH:23]=3)[C:18]([O:25][C:26]3[CH:31]=[CH:30][N:29]=[C:28](Cl)[N:27]=3)=[CH:17][CH:16]=2)=[O:13])[CH:10]=1)([CH3:4])([CH3:3])[CH3:2].[CH3:35]N(C=O)C. The catalyst is COCCOC.O.CCO.C([O-])([O-])=O.[Na+].[Na+].Cl[Pd](Cl)([P](C1C=CC=CC=1)(C1C=CC=CC=1)C1C=CC=CC=1)[P](C1C=CC=CC=1)(C1C=CC=CC=1)C1C=CC=CC=1. The product is [C:1]([C:5]1[CH:6]=[CH:7][C:8]([O:33][CH3:34])=[C:9]([NH:11][C:12]([NH:14][C:15]2[C:24]3[C:19](=[CH:20][CH:21]=[CH:22][CH:23]=3)[C:18]([O:25][C:26]3[CH:31]=[CH:30][N:29]=[C:28]([CH3:35])[N:27]=3)=[CH:17][CH:16]=2)=[O:13])[CH:10]=1)([CH3:4])([CH3:3])[CH3:2]. (7) The reactants are [Br:1][C:2]1[N:7]=[CH:6][C:5]([OH:8])=[CH:4][C:3]=1[CH3:9].Br[CH2:11][CH2:12][O:13][CH3:14].C([O-])([O-])=O.[K+].[K+]. The catalyst is CC#N. The product is [Br:1][C:2]1[C:3]([CH3:9])=[CH:4][C:5]([O:8][CH2:11][CH2:12][O:13][CH3:14])=[CH:6][N:7]=1. The yield is 0.380. (8) The reactants are [F:1][C:2]1[CH:7]=[CH:6][C:5]([C:8](=O)[CH2:9][C:10]2[CH:15]=[CH:14][N:13]=[C:12]([S:16][CH3:17])[N:11]=2)=[CH:4][CH:3]=1.Cl.[NH2:20][OH:21].C([O-])(=O)C.[Na+].O. The catalyst is C(#N)C. The product is [F:1][C:2]1[CH:7]=[CH:6][C:5]([C:8](=[N:20][OH:21])[CH2:9][C:10]2[CH:15]=[CH:14][N:13]=[C:12]([S:16][CH3:17])[N:11]=2)=[CH:4][CH:3]=1. The yield is 0.690.